From a dataset of Full USPTO retrosynthesis dataset with 1.9M reactions from patents (1976-2016). Predict the reactants needed to synthesize the given product. (1) Given the product [C:1]([O:5][C:6]([N:8]1[CH2:13][CH2:12][CH2:11][C@@H:10]([N:14]2[C:18]3[CH:19]=[CH:20][CH:21]=[CH:22][C:17]=3[N:16]=[C:15]2[C@@H:23]([NH:25][C:27]2[N:35]=[CH:34][N:33]=[C:32]3[C:28]=2[N:29]=[CH:30][N:31]3[CH:36]2[CH2:41][CH2:40][CH2:39][CH2:38][O:37]2)[CH3:24])[CH2:9]1)=[O:7])([CH3:4])([CH3:2])[CH3:3], predict the reactants needed to synthesize it. The reactants are: [C:1]([O:5][C:6]([N:8]1[CH2:13][CH2:12][CH2:11][C@@H:10]([N:14]2[C:18]3[CH:19]=[CH:20][CH:21]=[CH:22][C:17]=3[N:16]=[C:15]2[C@@H:23]([NH2:25])[CH3:24])[CH2:9]1)=[O:7])([CH3:4])([CH3:3])[CH3:2].Cl[C:27]1[N:35]=[CH:34][N:33]=[C:32]2[C:28]=1[N:29]=[CH:30][N:31]2[CH:36]1[CH2:41][CH2:40][CH2:39][CH2:38][O:37]1.CCN(C(C)C)C(C)C. (2) Given the product [C:1]([C:4]([C@@H:17]1[CH2:21][CH2:20][N:19]([CH2:22][CH2:23][CH2:24][CH2:25][CH2:26][CH2:27][CH:28]=[O:29])[CH2:18]1)([C:11]1[CH:12]=[CH:13][CH:14]=[CH:15][CH:16]=1)[C:5]1[CH:10]=[CH:9][CH:8]=[CH:7][CH:6]=1)(=[O:3])[NH2:2], predict the reactants needed to synthesize it. The reactants are: [C:1]([C:4]([C@@H:17]1[CH2:21][CH2:20][N:19]([CH2:22][CH2:23][CH2:24][CH2:25][CH2:26][CH2:27][CH:28](OC)[O:29]C)[CH2:18]1)([C:11]1[CH:16]=[CH:15][CH:14]=[CH:13][CH:12]=1)[C:5]1[CH:10]=[CH:9][CH:8]=[CH:7][CH:6]=1)(=[O:3])[NH2:2].C(#N)C.Cl. (3) Given the product [CH3:18][C:4]1[CH:5]=[C:6]2[C:10](=[CH:11][C:3]=1[OH:2])[NH:9][C:8]([C:12]1[CH:13]=[CH:14][CH:15]=[CH:16][CH:17]=1)=[CH:7]2, predict the reactants needed to synthesize it. The reactants are: C[O:2][C:3]1[CH:11]=[C:10]2[C:6]([CH:7]=[C:8]([C:12]3[CH:17]=[CH:16][CH:15]=[CH:14][CH:13]=3)[NH:9]2)=[CH:5][C:4]=1[CH3:18].B(Br)(Br)Br.C(=O)([O-])O.[Na+].C(OCC)(=O)C. (4) Given the product [O:1]1[CH:5]=[CH:4][CH:3]=[C:2]1[C:6](=[O:14])/[CH:7]=[C:8](/[O:9][CH:10]([CH3:11])[CH3:12])\[S:13][CH3:15], predict the reactants needed to synthesize it. The reactants are: [O:1]1[CH:5]=[CH:4][CH:3]=[C:2]1[C:6](=[O:14])[CH2:7][C:8](=[S:13])[O:9][CH:10]([CH3:12])[CH3:11].[C:15](=O)([O-])[O-].[K+].[K+].CC(C)=O.CI. (5) Given the product [Cl:18][CH2:19][C:7]([CH:4]1[CH2:3][CH2:2][N:1]([C:11]([O:13][C:14]([CH3:17])([CH3:16])[CH3:15])=[O:12])[CH2:6][CH2:5]1)=[O:9], predict the reactants needed to synthesize it. The reactants are: [N:1]1([C:11]([O:13][C:14]([CH3:17])([CH3:16])[CH3:15])=[O:12])[CH2:6][CH2:5][CH:4]([C:7]([O:9]C)=O)[CH2:3][CH2:2]1.[Cl:18][CH2:19]I.C[Li]. (6) Given the product [S:1]1[C:5]2[CH:6]=[C:7]([NH:10][C:11]3[C:16]([C:17]([OH:19])=[O:18])=[CH:15][NH:14][C:13](=[O:21])[C:12]=3[F:23])[CH:8]=[CH:9][C:4]=2[N:3]=[CH:2]1, predict the reactants needed to synthesize it. The reactants are: [S:1]1[C:5]2[CH:6]=[C:7]([NH:10][C:11]3[C:16]([C:17]([O:19]C)=[O:18])=[CH:15][N:14]=[C:13]([O:21]C)[C:12]=3[F:23])[CH:8]=[CH:9][C:4]=2[N:3]=[CH:2]1.Cl. (7) Given the product [F:35][C:32]1[CH:33]=[CH:34][C:29]([C:11]2([CH2:14][NH:15][CH2:16][C:17]3[C:26]4[C:21](=[CH:22][CH:23]=[CH:24][CH:25]=4)[CH:20]=[C:19]([C:27]#[N:28])[CH:18]=3)[CH2:10][CH2:9][NH:8][CH2:13][CH2:12]2)=[CH:30][CH:31]=1, predict the reactants needed to synthesize it. The reactants are: C([N:8]1[CH2:13][CH2:12][C:11]([C:29]2[CH:34]=[CH:33][C:32]([F:35])=[CH:31][CH:30]=2)([CH2:14][NH:15][CH2:16][C:17]2[C:26]3[C:21](=[CH:22][CH:23]=[CH:24][CH:25]=3)[CH:20]=[C:19]([C:27]#[N:28])[CH:18]=2)[CH2:10][CH2:9]1)(OC(C)(C)C)=O.FC(F)(F)C(O)=O. (8) Given the product [C:4]([O:6][C:7]([CH3:10])([CH3:9])[CH3:8])(=[O:5])/[CH:3]=[CH:2]/[C:1]([O:12][C:13]([CH3:14])([CH3:16])[CH3:15])=[O:11].[C:20]([O:22][CH2:23][CH2:24][CH2:25][CH3:26])(=[O:21])/[CH:19]=[CH:18]/[C:17]([O:28][CH2:29][CH2:30][CH2:31][CH3:32])=[O:27], predict the reactants needed to synthesize it. The reactants are: [C:1]([O:12][C:13]([CH3:16])([CH3:15])[CH3:14])(=[O:11])/[CH:2]=[CH:3]/[C:4]([O:6][C:7]([CH3:10])([CH3:9])[CH3:8])=[O:5].[C:17]([O:28][CH2:29][CH2:30][CH2:31][CH3:32])(=[O:27])/[CH:18]=[CH:19]/[C:20]([O:22][CH2:23][CH2:24][CH2:25][CH3:26])=[O:21]. (9) Given the product [CH3:10][C:5]1[CH:4]=[C:3]([CH:8]=[C:7]([CH3:9])[N:6]=1)[C:1]([OH:12])=[O:16], predict the reactants needed to synthesize it. The reactants are: [C:1]([C:3]1[CH:8]=[C:7]([CH3:9])[N:6]=[C:5]([CH3:10])[CH:4]=1)#N.S(=O)(=O)(O)[OH:12].[OH-:16].[Na+]. (10) Given the product [ClH:13].[CH3:8][C:7]1[C:2]([NH:1][C:14]2[N:19]=[C:18]([C:2]3[CH:3]=[CH:4][CH:5]=[CH:6][CH:7]=3)[CH:17]=[CH:16][N:15]=2)=[CH:3][C:4]([NH2:9])=[CH:5][CH:6]=1, predict the reactants needed to synthesize it. The reactants are: [NH2:1][C:2]1[CH:3]=[C:4]([NH:9]C(=O)C)[CH:5]=[CH:6][C:7]=1[CH3:8].[Cl:13][C:14]1[N:19]=[CH:18][CH:17]=[CH:16][N:15]=1.O.